Dataset: Forward reaction prediction with 1.9M reactions from USPTO patents (1976-2016). Task: Predict the product of the given reaction. (1) Given the reactants Br[C:2]1[C:3]([CH:23]([CH3:25])[CH3:24])=[N:4][C:5]([N:10]2[CH2:15][CH2:14][N:13]([C:16](=[O:21])[CH2:17][CH2:18][O:19][CH3:20])[C@H:12]([CH3:22])[CH2:11]2)=[C:6]([CH:9]=1)[C:7]#[N:8].[F:26][C:27]([F:38])([F:37])[C:28]1[CH:33]=[CH:32][C:31](B(O)O)=[CH:30][CH:29]=1.C([O-])([O-])=O.[K+].[K+], predict the reaction product. The product is: [CH:23]([C:3]1[C:2]([C:31]2[CH:32]=[CH:33][C:28]([C:27]([F:38])([F:37])[F:26])=[CH:29][CH:30]=2)=[CH:9][C:6]([C:7]#[N:8])=[C:5]([N:10]2[CH2:15][CH2:14][N:13]([C:16](=[O:21])[CH2:17][CH2:18][O:19][CH3:20])[C@H:12]([CH3:22])[CH2:11]2)[N:4]=1)([CH3:25])[CH3:24]. (2) Given the reactants [CH2:1]([O:5][C:6]1[N:14]=[C:13]2[C:9]([N:10]=[CH:11][N:12]2[CH2:15][C:16]2[CH:17]=[N:18][C:19](Cl)=[CH:20][CH:21]=2)=[C:8]([NH2:23])[N:7]=1)[CH2:2][CH2:3][CH3:4].[CH2:24]([OH:27])[CH2:25][OH:26], predict the reaction product. The product is: [CH2:1]([O:5][C:6]1[N:14]=[C:13]2[C:9]([N:10]=[CH:11][N:12]2[CH2:15][C:16]2[CH:17]=[N:18][C:19]([O:26][CH2:25][CH2:24][OH:27])=[CH:20][CH:21]=2)=[C:8]([NH2:23])[N:7]=1)[CH2:2][CH2:3][CH3:4]. (3) Given the reactants Cl.[NH2:2][C@H:3]([C:8]1[CH:13]=[C:12]([C:14]([CH3:20])([CH3:19])[C:15]([F:18])([F:17])[F:16])[CH:11]=[C:10]([Cl:21])[CH:9]=1)[CH2:4][C:5]([OH:7])=[O:6].[CH2:22](OCC)[CH3:23], predict the reaction product. The product is: [ClH:21].[NH2:2][C@H:3]([C:8]1[CH:13]=[C:12]([C:14]([CH3:19])([CH3:20])[C:15]([F:16])([F:17])[F:18])[CH:11]=[C:10]([Cl:21])[CH:9]=1)[CH2:4][C:5]([O:7][CH2:22][CH3:23])=[O:6].